The task is: Regression. Given a peptide amino acid sequence and an MHC pseudo amino acid sequence, predict their binding affinity value. This is MHC class I binding data.. This data is from Peptide-MHC class I binding affinity with 185,985 pairs from IEDB/IMGT. (1) The peptide sequence is DPEYFDNERI. The MHC is HLA-B53:01 with pseudo-sequence HLA-B53:01. The binding affinity (normalized) is 0.311. (2) The peptide sequence is MTLATWVGVNL. The MHC is Patr-B0101 with pseudo-sequence Patr-B0101. The binding affinity (normalized) is 0.592. (3) The peptide sequence is HTTTGRTSL. The MHC is HLA-B46:01 with pseudo-sequence HLA-B46:01. The binding affinity (normalized) is 0.0847. (4) The peptide sequence is PPTKGANFP. The MHC is Mamu-B08 with pseudo-sequence Mamu-B08. The binding affinity (normalized) is 0.